This data is from Reaction yield outcomes from USPTO patents with 853,638 reactions. The task is: Predict the reaction yield, written as a fraction of the theoretical maximum amount of product (1.0 means a 100% yield; for example, 0.34 means a 34% yield). (1) The product is [NH2:1][N:2]1[C:11](=[O:12])[C:10]2[C:5](=[CH:6][C:7]([NH2:38])=[CH:8][CH:9]=2)[N:4]=[C:3]1[S:16][CH2:17][CH2:18][CH2:19][N:20]1[CH2:25][CH2:24][N:23]([C:26]2[CH:35]=[CH:34][C:33]3[C:28](=[CH:29][CH:30]=[CH:31][CH:32]=3)[N:27]=2)[CH2:22][CH2:21]1. The catalyst is C(O)(C)(C)C. The yield is 0.0800. The reactants are [NH2:1][N:2]1[C:11](=[O:12])[C:10]2[C:5](=[CH:6][C:7](C(O)=O)=[CH:8][CH:9]=2)[N:4]=[C:3]1[S:16][CH2:17][CH2:18][CH2:19][N:20]1[CH2:25][CH2:24][N:23]([C:26]2[CH:35]=[CH:34][C:33]3[C:28](=[CH:29][CH:30]=[CH:31][CH:32]=3)[N:27]=2)[CH2:22][CH2:21]1.C([N:38](CC)CC)C.C1C=CC(P(N=[N+]=[N-])(C2C=CC=CC=2)=O)=CC=1. (2) The reactants are [F:1][C:2]1[CH:7]=[C:6]([F:8])[C:5]([F:9])=[CH:4][C:3]=1B(O)O.I[C:14]1[CH:19]=[CH:18][C:17]([OH:20])=[CH:16][CH:15]=1.C(=O)([O-])[O-].[K+].[K+].CN(C=O)C. The catalyst is O.[Pd].C1(P(C2C=CC=CC=2)C2C=CC=CC=2)C=CC=CC=1.C1(P(C2C=CC=CC=2)C2C=CC=CC=2)C=CC=CC=1.C1(P(C2C=CC=CC=2)C2C=CC=CC=2)C=CC=CC=1.C1(P(C2C=CC=CC=2)C2C=CC=CC=2)C=CC=CC=1. The product is [F:1][C:2]1[CH:7]=[C:6]([F:8])[C:5]([F:9])=[CH:4][C:3]=1[C:14]1[CH:19]=[CH:18][C:17]([OH:20])=[CH:16][CH:15]=1. The yield is 0.816. (3) The reactants are C([N:8]1[CH:21]=[C:20]([C:22]2[CH:27]=[CH:26][CH:25]=[C:24]([S:28]([CH2:31][CH3:32])(=[O:30])=[O:29])[CH:23]=2)[C:11]2[C:12]3[CH:18]=[C:17]([CH3:19])[CH:16]=[N:15][C:13]=3[NH:14][C:10]=2[C:9]1=[O:33])C1C=CC=CC=1. The catalyst is C(OC(=O)C)(=O)C. The product is [CH2:31]([S:28]([C:24]1[CH:23]=[C:22]([C:20]2[C:11]3[C:12]4[CH:18]=[C:17]([CH3:19])[CH:16]=[N:15][C:13]=4[NH:14][C:10]=3[C:9](=[O:33])[NH:8][CH:21]=2)[CH:27]=[CH:26][CH:25]=1)(=[O:29])=[O:30])[CH3:32]. The yield is 0.240.